From a dataset of Drug-target binding data from BindingDB using Kd measurements. Regression. Given a target protein amino acid sequence and a drug SMILES string, predict the binding affinity score between them. We predict pKd (pKd = -log10(Kd in M); higher means stronger binding). Dataset: bindingdb_kd. (1) The small molecule is O=S1(=O)C=CC(OS(=O)(=O)c2ccccc2)C1. The target protein sequence is MAAAAAAGPEMVRGQVFDVGPRYTNLSYIGEGAYGMVCSAYDNLNKVRVAIKKISPFEHQTYCQRTLREIKILLRFRHENIIGINDIIRAPTIEQMKDVYIVQDLMETDLYKLLKTQHLSNDHICYFLYQILRGLKYIHSANVLHRDLKPSNLLLNTTCDLKICDFGLARVADPDHDHTGFLTEYVATRWYRAPEIMLNSKGYTKSIDIWSVGCILAEMLSNRPIFPGKHYLDQLNHILGILGSPSQEDLNCIINLKARNYLLSAPHKNKVPWNRLFPNADSKALDLLDKMLTFNPHKRIEVEQALAHPYLEQYYDPSDEPIAEAPFKFDMELDDLPKEKLKELIFEETARFQPGYRS. The pKd is 6.5. (2) The drug is O=C1C=CC(=O)C=C1. The target protein (P19921) has sequence MAKAHIELTINGHPVEALVEPRTLLIHFIREQQNLTGAHIGCDTSHCGACTVDLDGMSVKSCTMFAVQANGASITTIEGMAAPDGTLSALQEGFRMMHGLQCGYCTPGMIMRSHRLLQENPSPTEAEIRFGIGGNLCRCTGYQNIVKAIQYAAAKINGVPFEEAAE. The pKd is 4.3. (3) The drug is COc1ccc(C(=O)Nc2ccc(C)c(NC(=O)c3ccc4nc(C)ccc4c3)c2)cc1OC. The target protein (O00625) has sequence MGSSKKVTLSVLSREQSEGVGARVRRSIGRPELKNLDPFLLFDEFKGGRPGGFPDHPHRGFETVSYLLEGGSMAHEDFCGHTGKMNPGDLQWMTAGRGILHAEMPCSEEPAHGLQLWVNLRSSEKMVEPQYQELKSEEIPKPSKDGVTVAVISGEALGIKSKVYTRTPTLYLDFKLDPGAKHSQPIPKGWTSFIYTISGDVYIGPDDAQQKIEPHHTAVLGEGDSVQVENKDPKRSHFVLIAGEPLREPVIQHGPFVMNTNEEISQAILDFRNAKNGFERAKTWKSKIGN. The pKd is 6.0. (4) The drug is CC(C)C[C@H](NC(=O)[C@H](CCC(N)=O)NC(=O)[C@H](CCCCN)NC(=O)[C@H](CCCNC(=N)N)NC(=O)[C@@H]1CCCN1C(=O)[C@H](C)NC(=O)[C@H](CCCCN)NC(=O)CCCC[C@@H]1SC[C@@H]2NC(=O)N[C@H]12)C(=O)N[C@@H](C)C(=O)N[C@H](C(=O)N[C@@H](CCCC[N+](C)(C)C)C(=O)N[C@@H](C)C(=O)N[C@@H](C)C(=O)N[C@@H](CCCNC(=N)N)C(=O)N[C@@H](CCCCN)C(=O)N[C@@H](CO)C(=O)N[C@@H](C)C(=O)N1CCC[C@H]1C(=O)N[C@@H](C)C(=O)N[C@H](C(=O)NCC(=O)NCC(=O)O)[C@@H](C)O)[C@@H](C)O. The target protein sequence is PLASHRSTSQILPSMSVSICPSSTEVLKACRNPGKNGLSNSCILLDKCPPPRPPTSPYPPLPKDKLNPPTPSIYLENKRDAFFPPLHQFCTNPKNPVTVIRGLAGALKLDLGLFSTKTLVEANNEHMVEVRTQLLQPADENWDPTGTKKIWRCESNRSHTTIAKYAQYQASSFQESLREENEKRTQHKDHSDNESTSSENSGRRRKGPFKTIKFGTNIDLSDNKKWKLQLHELTKLPAFARVVSAGNLLTHVGHTILGMNTVQLYMKVPGSRTPGHQENNNFCSVNINIGPGDCEWFVVPEDYWGVLNDFCEKNNLNFLMSSWWPNLEDLYEANVPVYRFIQRPGDLVWINAGTVHWVQAVGWCNNIAWNVGPLTACQYKLAVERYEWNKLKSVKSIVPMVHLSWNMARNIKVSDPKLFEMIKYCLLKILKQYQTLREALVAAGKEVIWHGRTNDEPAHYCSICEVEVFNLLFVTNESNTQKTYIVHCHDCARKTSKSLE.... The pKd is 5.5. (5) The compound is C[C@@H]1CCN(C(=O)CC#N)C[C@@H]1N(C)c1ncnc2[nH]ccc12. The target protein (O76039) has sequence MKIPNIGNVMNKFEILGVVGEGAYGVVLKCRHKETHEIVAIKKFKDSEENEEVKETTLRELKMLRTLKQENIVELKEAFRRRGKLYLVFEYVEKNMLELLEEMPNGVPPEKVKSYIYQLIKAIHWCHKNDIVHRDIKPENLLISHNDVLKLCDFGFARNLSEGNNANYTEYVATRWYRSPELLLGAPYGKSVDMWSVGCILGELSDGQPLFPGESEIDQLFTIQKVLGPLPSEQMKLFYSNPRFHGLRFPAVNHPQSLERRYLGILNSVLLDLMKNLLKLDPADRYLTEQCLNHPTFQTQRLLDRSPSRSAKRKPYHVESSTLSNRNQAGKSTALQSHHRSNSKDIQNLSVGLPRADEGLPANESFLNGNLAGASLSPLHTKTYQASSQPGSTSKDLTNNNIPHLLSPKEAKSKTEFDFNIDPKPSEGPGTKYLKSNSRSQQNRHSFMESSQSKAGTLQPNEKQSRHSYIDTIPQSSRSPSYRTKAKSHGALSDSKSVSN.... The pKd is 5.0. (6) The drug is CO[C@@H]1[C@H](N(C)C(=O)c2ccccc2)C[C@H]2O[C@]1(C)n1c3ccccc3c3c4c(c5c6ccccc6n2c5c31)C(=O)N[C@H]4O. The target protein (Q9BYT3) has sequence MADSGLDKKSTKCPDCSSASQKDVLCVCSSKTRVPPVLVVEMSQTSSIGSAESLISLERKKEKNINRDITSRKDLPSRTSNVERKASQQQWGRGNFTEGKVPHIRIENGAAIEEIYTFGRILGKGSFGIVIEATDKETETKWAIKKVNKEKAGSSAVKLLEREVNILKSVKHEHIIHLEQVFETPKKMYLVMELCEDGELKEILDRKGHFSENETRWIIQSLASAIAYLHNNDIVHRDLKLENIMVKSSLIDDNNEINLNIKVTDFGLAVKKQSRSEAMLQATCGTPIYMAPEVISAHDYSQQCDIWSIGVVMYMLLRGEPPFLASSEEKLFELIRKGELHFENAVWNSISDCAKSVLKQLMKVDPAHRITAKELLDNQWLTGNKLSSVRPTNVLEMMKEWKNNPESVEENTTEEKNKPSTEEKLKSYQPWGNVPDANYTSDEEEEKQSTAYEKQFPATSKDNFDMCSSSFTSSKLLPAEIKGEMEKTPVTPSQGTATKY.... The pKd is 5.2. (7) The drug is CNC(=O)c1c(F)cccc1Nc1nc(Nc2cc3c(cc2OC)CCN3C(=O)CN(C)C)nc2[nH]ccc12. The target is PFCDPK1(Pfalciparum). The pKd is 5.0.